From a dataset of Catalyst prediction with 721,799 reactions and 888 catalyst types from USPTO. Predict which catalyst facilitates the given reaction. (1) Reactant: [Cl:1][C:2]1[CH:3]=[C:4]([CH2:8][C:9](Cl)=[O:10])[CH:5]=[CH:6][CH:7]=1.[Cl:12][C:13]([Cl:22])([Cl:21])[C:14]([C:16]1[NH:17][CH:18]=[CH:19][CH:20]=1)=[O:15].[Cl-].[Cl-].[Cl-].[Al+3]. Product: [Cl:22][C:13]([Cl:12])([Cl:21])[C:14]([C:16]1[NH:17][CH:18]=[C:19]([C:9](=[O:10])[CH2:8][C:4]2[CH:5]=[CH:6][CH:7]=[C:2]([Cl:1])[CH:3]=2)[CH:20]=1)=[O:15]. The catalyst class is: 4. (2) Reactant: C([O:5][C:6]([N:8]1[C@@H:13]([C@@H:14]([OH:40])[C@@H:15]([NH:25][C:26](=[O:39])/[C:27](/[CH3:38])=[CH:28]/[C:29](=[O:37])[N:30]([CH2:34][CH2:35][CH3:36])[CH2:31][CH2:32][CH3:33])[CH2:16][C:17]2[CH:22]=[C:21]([F:23])[CH:20]=[C:19]([F:24])[CH:18]=2)[CH2:12][O:11][C@@H:10]([O:41][CH2:42][CH:43]2[CH2:48][CH2:47][CH2:46][CH2:45][CH2:44]2)[CH2:9]1)=[O:7])(C)(C)C.[ClH:49].C(OCC)C. Product: [ClH:49].[CH:43]1([CH2:42][O:41][C@@H:10]2[O:11][CH2:12][C@H:13]([C@@H:14]([OH:40])[C@@H:15]([NH:25][C:26](=[O:39])/[C:27](/[CH3:38])=[CH:28]/[C:29](=[O:37])[N:30]([CH2:31][CH2:32][CH3:33])[CH2:34][CH2:35][CH3:36])[CH2:16][C:17]3[CH:22]=[C:21]([F:23])[CH:20]=[C:19]([F:24])[CH:18]=3)[N:8]([C:6]([OH:7])=[O:5])[CH2:9]2)[CH2:44][CH2:45][CH2:46][CH2:47][CH2:48]1. The catalyst class is: 330. (3) The catalyst class is: 1. Reactant: [Si:1]([O:8][CH2:9][C:10]([F:14])([F:13])[CH2:11][OH:12])([C:4]([CH3:7])([CH3:6])[CH3:5])([CH3:3])[CH3:2].[H-].[Na+].[Br:17][C:18]1[CH:23]=[CH:22][C:21]([CH2:24]Br)=[CH:20][CH:19]=1. Product: [Br:17][C:18]1[CH:23]=[CH:22][C:21]([CH2:24][O:12][CH2:11][C:10]([F:13])([F:14])[CH2:9][O:8][Si:1]([C:4]([CH3:7])([CH3:6])[CH3:5])([CH3:3])[CH3:2])=[CH:20][CH:19]=1. (4) Reactant: [F:1][C:2]([F:12])([F:11])[C:3](=O)/[CH:4]=[N:5]/[NH:6][C:7]([NH2:9])=[O:8].C1(P(C2C=CC=CC=2)(C2C=CC=CC=2)=[CH:20][C:21]([O:23][CH2:24][CH3:25])=[O:22])C=CC=CC=1. Product: [C:7]([NH:6]/[N:5]=[CH:4]/[C:3](/[C:2]([F:12])([F:11])[F:1])=[CH:20]\[C:21]([O:23][CH2:24][CH3:25])=[O:22])(=[O:8])[NH2:9]. The catalyst class is: 1. (5) Reactant: [NH2:1][C:2]1[N:10]=[C:9]([O:11][CH2:12][CH2:13][CH2:14][CH3:15])[N:8]=[C:7]2[C:3]=1[NH:4][C:5](=[O:33])[N:6]2[CH2:16][CH2:17][CH2:18][NH:19][CH:20]1[CH2:25][CH2:24][N:23]([CH2:26][C:27]2[CH:32]=[CH:31][CH:30]=[CH:29][CH:28]=2)[CH2:22][CH2:21]1.[CH:34]([C:36]1[CH:37]=[C:38]([CH2:42][C:43]([O:45][CH3:46])=[O:44])[CH:39]=[CH:40][CH:41]=1)=O.C(O[BH-](OC(=O)C)OC(=O)C)(=O)C.[Na+].C(O)(=O)C. Product: [NH2:1][C:2]1[N:10]=[C:9]([O:11][CH2:12][CH2:13][CH2:14][CH3:15])[N:8]=[C:7]2[C:3]=1[NH:4][C:5](=[O:33])[N:6]2[CH2:16][CH2:17][CH2:18][N:19]([CH2:34][C:36]1[CH:37]=[C:38]([CH2:42][C:43]([O:45][CH3:46])=[O:44])[CH:39]=[CH:40][CH:41]=1)[CH:20]1[CH2:25][CH2:24][N:23]([CH2:26][C:27]2[CH:32]=[CH:31][CH:30]=[CH:29][CH:28]=2)[CH2:22][CH2:21]1. The catalyst class is: 37. (6) Reactant: [C:9](O[C:9]([O:11][C:12]([CH3:15])([CH3:14])[CH3:13])=[O:10])([O:11][C:12]([CH3:15])([CH3:14])[CH3:13])=[O:10].[CH2:16]([O:18][C:19](=[O:42])[CH:20]([CH:36]1[CH2:41][CH2:40][NH:39][CH2:38][CH2:37]1)[CH2:21][N:22]1[CH2:27][CH2:26][CH:25]([C:28]2[CH:33]=[CH:32][C:31]([O:34][CH3:35])=[CH:30][CH:29]=2)[CH2:24][CH2:23]1)[CH3:17]. Product: [C:12]([O:11][C:9]([N:39]1[CH2:38][CH2:37][CH:36]([CH:20]([C:19]([O:18][CH2:16][CH3:17])=[O:42])[CH2:21][N:22]2[CH2:27][CH2:26][CH:25]([C:28]3[CH:33]=[CH:32][C:31]([O:34][CH3:35])=[CH:30][CH:29]=3)[CH2:24][CH2:23]2)[CH2:41][CH2:40]1)=[O:10])([CH3:13])([CH3:14])[CH3:15]. The catalyst class is: 8. (7) Reactant: [OH:1][CH:2]([C:21]1[CH:22]=[CH:23][C:24]2[O:29][CH2:28][C:27](=[O:30])[NH:26][C:25]=2[CH:31]=1)[CH2:3][N:4]1[CH2:9][CH2:8][N:7]([C:10]2[CH:19]=[CH:18][CH:17]=[C:16]3[C:11]=2[CH:12]=[CH:13][C:14]([CH3:20])=[N:15]3)[CH2:6][CH2:5]1.CN(C1C=CC=CN=1)C.[C:41](OC(=O)C)(=[O:43])[CH3:42]. Product: [C:41]([O:1][CH:2]([C:21]1[CH:22]=[CH:23][C:24]2[O:29][CH2:28][C:27](=[O:30])[NH:26][C:25]=2[CH:31]=1)[CH2:3][N:4]1[CH2:9][CH2:8][N:7]([C:10]2[CH:19]=[CH:18][CH:17]=[C:16]3[C:11]=2[CH:12]=[CH:13][C:14]([CH3:20])=[N:15]3)[CH2:6][CH2:5]1)(=[O:43])[CH3:42]. The catalyst class is: 2. (8) Reactant: [Cl:1][C:2]1[C:3]([C:10]([O:12]C)=[O:11])=[N:4][CH:5]=[C:6]([O:8][CH3:9])[CH:7]=1.[OH-].[Na+].Cl. Product: [Cl:1][C:2]1[C:3]([C:10]([OH:12])=[O:11])=[N:4][CH:5]=[C:6]([O:8][CH3:9])[CH:7]=1. The catalyst class is: 5. (9) Reactant: S(S([O-])=O)([O-])=O.[Na+].[Na+].[N+:9]([C:12]1[C:13]([NH:18][CH:19]2[CH2:24][CH2:23][N:22]([C:25]([O:27][C:28]([CH3:31])([CH3:30])[CH3:29])=[O:26])[CH2:21][CH2:20]2)=[N:14][CH:15]=[CH:16][CH:17]=1)([O-])=O.[CH:32](=O)[C:33]1[CH:38]=[CH:37][CH:36]=[CH:35][CH:34]=1. Product: [C:33]1([C:32]2[N:18]([CH:19]3[CH2:24][CH2:23][N:22]([C:25]([O:27][C:28]([CH3:31])([CH3:30])[CH3:29])=[O:26])[CH2:21][CH2:20]3)[C:13]3=[N:14][CH:15]=[CH:16][CH:17]=[C:12]3[N:9]=2)[CH:38]=[CH:37][CH:36]=[CH:35][CH:34]=1. The catalyst class is: 315.